Dataset: Full USPTO retrosynthesis dataset with 1.9M reactions from patents (1976-2016). Task: Predict the reactants needed to synthesize the given product. Given the product [CH3:61][C:62]([N:25]1[CH2:26][CH2:27][N:22]([CH2:21][CH2:20][CH2:19][CH2:18][CH2:17][N:6]2[C:5]([O:35][CH3:36])=[N:4][C:3]3[C:7]2=[N:8][C:9]([O:11][C@@H:12]([CH3:16])[CH2:13][CH2:14][CH3:15])=[N:10][C:2]=3[NH2:1])[CH2:23][CH2:24]1)([CH3:64])[CH3:63], predict the reactants needed to synthesize it. The reactants are: [NH2:1][C:2]1[N:10]=[C:9]([O:11][C@@H:12]([CH3:16])[CH2:13][CH2:14][CH3:15])[N:8]=[C:7]2[C:3]=1[N:4]=[C:5]([O:35][CH3:36])[N:6]2[CH2:17][CH2:18][CH2:19][CH2:20][CH2:21][N:22]1[CH2:27][CH2:26][N:25](C(OC(C)(C)C)=O)[CH2:24][CH2:23]1.ClCCCCCN1C(OC)=NC2C1=NC(O[C@@H](C)CCC)=NC=2N.[CH3:61][C:62](N1CCNCC1)([CH3:64])[CH3:63].